This data is from Catalyst prediction with 721,799 reactions and 888 catalyst types from USPTO. The task is: Predict which catalyst facilitates the given reaction. Reactant: [Cl:1][C:2]1[CH:3]=[CH:4][C:5]([N:8]2[CH:12]=[C:11]([CH2:13][CH2:14][CH2:15][OH:16])[C:10]([CH:17]([CH2:20][CH3:21])[CH2:18][CH3:19])=[N:9]2)=[N:6][CH:7]=1.[CH2:22]([C:24]1[C:25](O)=[C:26]([CH2:30][C:31]([O:33][CH3:34])=[O:32])[CH:27]=[CH:28][CH:29]=1)[CH3:23].C(P(CCCC)CCCC)CCC.N(C(N1CCCCC1)=O)=NC(N1CCCCC1)=O. Product: [Cl:1][C:2]1[CH:3]=[CH:4][C:5]([N:8]2[CH:12]=[C:11]([CH2:13][CH2:14][CH2:15][O:16][C:25]3[C:24]([CH2:22][CH3:23])=[CH:29][CH:28]=[CH:27][C:26]=3[CH2:30][C:31]([O:33][CH3:34])=[O:32])[C:10]([CH:17]([CH2:20][CH3:21])[CH2:18][CH3:19])=[N:9]2)=[N:6][CH:7]=1. The catalyst class is: 7.